This data is from Reaction yield outcomes from USPTO patents with 853,638 reactions. The task is: Predict the reaction yield, written as a fraction of the theoretical maximum amount of product (1.0 means a 100% yield; for example, 0.34 means a 34% yield). (1) The reactants are [NH2:1][C:2]1[CH:3]=[C:4]([C:9]2[O:10][C:11]3[C:16]([C:17](=[O:19])[CH:18]=2)=[CH:15][CH:14]=[C:13]([O:20][CH3:21])[C:12]=3[O:22][CH3:23])[CH:5]=[CH:6][C:7]=1[NH2:8].Cl.[CH3:25][N:26]([CH3:33])[CH2:27][CH2:28][CH2:29][C:30](O)=O.C(=O)(O)[O-].[Na+]. The catalyst is Cl. The product is [CH3:25][N:26]([CH3:33])[CH2:27][CH2:28][CH2:29][C:30]1[NH:8][C:7]2[CH:6]=[CH:5][C:4]([C:9]3[O:10][C:11]4[C:16]([C:17](=[O:19])[CH:18]=3)=[CH:15][CH:14]=[C:13]([O:20][CH3:21])[C:12]=4[O:22][CH3:23])=[CH:3][C:2]=2[N:1]=1. The yield is 0.350. (2) The reactants are [C:1]([C:3]1([N:9]2[CH2:14][CH2:13][N:12]([CH2:15][C:16]3[CH:21]=[CH:20][CH:19]=[CH:18][CH:17]=3)[CH2:11][CH2:10]2)[CH2:8][CH2:7][CH2:6][CH2:5][CH2:4]1)#[N:2].[H-].[H-].[H-].[H-].[Li+].[Al+3].CCN(CC)CC.[F:35][C:36]([F:47])([F:46])[C:37](O[C:37](=[O:38])[C:36]([F:47])([F:46])[F:35])=[O:38]. The catalyst is CCOCC.ClCCl. The product is [F:35][C:36]([F:47])([F:46])[C:37]([NH:2][CH2:1][C:3]1([N:9]2[CH2:10][CH2:11][N:12]([CH2:15][C:16]3[CH:17]=[CH:18][CH:19]=[CH:20][CH:21]=3)[CH2:13][CH2:14]2)[CH2:4][CH2:5][CH2:6][CH2:7][CH2:8]1)=[O:38]. The yield is 0.940.